Task: Predict the reactants needed to synthesize the given product.. Dataset: Full USPTO retrosynthesis dataset with 1.9M reactions from patents (1976-2016) (1) Given the product [CH2:29]([O:28][C:7]1[C:8]2[C:9](=[O:27])[N:10]([C:14]3[CH:19]=[CH:18][C:17]([CH2:20][C:21]([O:23][CH2:24][CH3:25])=[O:22])=[CH:16][C:15]=3[F:26])[C:11](=[O:13])[C:12]=2[C:4]([OH:3])=[C:5]2[CH:39]=[CH:38][CH:37]=[CH:36][C:6]=12)[CH3:30], predict the reactants needed to synthesize it. The reactants are: C([O:3][C:4]1[C:12]2[C:11](=[O:13])[N:10]([C:14]3[CH:19]=[CH:18][C:17]([CH2:20][C:21]([O:23][CH2:24][CH3:25])=[O:22])=[CH:16][C:15]=3[F:26])[C:9](=[O:27])[C:8]=2[C:7]([O:28][CH2:29][C:30]2C=CC=CC=2)=[C:6]2[CH:36]=[CH:37][CH:38]=[CH:39][C:5]=12)C. (2) Given the product [CH2:20]([O:1][C:2]1[CH:3]=[C:4]([CH2:8][NH:9][C:10](=[O:18])[C:11]2[CH:16]=[CH:15][CH:14]=[N:13][C:12]=2[NH2:17])[CH:5]=[CH:6][CH:7]=1)[CH2:21][CH2:22][CH2:23][CH2:24][CH3:25], predict the reactants needed to synthesize it. The reactants are: [OH:1][C:2]1[CH:3]=[C:4]([CH2:8][NH:9][C:10](=[O:18])[C:11]2[CH:16]=[CH:15][CH:14]=[N:13][C:12]=2[NH2:17])[CH:5]=[CH:6][CH:7]=1.I[CH2:20][CH2:21][CH2:22][CH2:23][CH2:24][CH3:25].C(=O)([O-])[O-].[Cs+].[Cs+].CN(C=O)C.